From a dataset of Experimentally validated miRNA-target interactions with 360,000+ pairs, plus equal number of negative samples. Binary Classification. Given a miRNA mature sequence and a target amino acid sequence, predict their likelihood of interaction. (1) The miRNA is hsa-miR-604 with sequence AGGCUGCGGAAUUCAGGAC. The protein sequence of the target gene is MSGSGRKDFDVKHILRLRWKLFSHPSPSTGGPAGGGCLQQDGSGSFEHWGPSQSRLLKSQERSGVSTFWKKPSSSSSSSSSPSSSSSSFNPLNGTLLPVATRLQQGAPGQGTQQPARTLFYVESLEEEVVPGMDFPGPHEKGLVLQELKVEPDNSSQATGEGCGHRLSSTGHSMTPQSDLDSSSSEEFYQAVHHAEQTFRKMESYLKQQQLCDVILIVGNRKIPAHRLVLSSVSDYFAAMFTSDVCEAKQEEIKMEGIDPNALWDLVQFAYTGCLELKEDTIENLLAAACLLQLPQVVEV.... Result: 0 (no interaction). (2) The miRNA is hsa-miR-1587 with sequence UUGGGCUGGGCUGGGUUGGG. The protein sequence of the target gene is MSSTLSPTDFDSLEIQGQYSDINNRWDLPDSDWDNDSSSARLFERSRIKALADEREAVQKKTFTKWVNSHLARVTCRVGDLYSDLRDGRNLLRLLEVLSGEILPKPTKGRMRIHCLENVDKALQFLKEQKVHLENMGSHDIVDGNHRLTLGLVWTIILRFQIQDISVETEDNKEKKSAKDALLLWCQMKTAGYPNVNVHNFTTSWRDGLAFNAIVHKHRPDLLDFESLKKCNAHYNLQNAFNLAEKELGLTKLLDPEDVNVDQPDEKSIITYVATYYHYFSKMKALAVEGKRIGKVLDHA.... Result: 1 (interaction). (3) The miRNA is hsa-miR-6808-5p with sequence CAGGCAGGGAGGUGGGACCAUG. The protein sequence of the target gene is MIPPEQPQQQLQPPSPAPPNHVVTTIENLPAEGSGGGGSLSASSRAGVRQRIRKVLNREMLISVALGQVLSLLICGIGLTSKYLSEDFHANTPVFQSFLNYILLFLVYTTTLAVRQGEENLLAILRRRWWKYMILGLIDLEANYLVVKAYQYTTLTSIQLLDCFVIPVVILLSWFFLLIRYKAVHFIGIVVCILGMGCMVGADVLVGRHQGAGENKLVGDLLVLGGATLYGISNVWEEYIIRTLSRVEFLGMIGLFGAFFSGIQLAIMEHKELLKVPWDWQIGLLYVGFSACMFGLYSFM.... Result: 1 (interaction).